Predict the product of the given reaction. From a dataset of Forward reaction prediction with 1.9M reactions from USPTO patents (1976-2016). (1) Given the reactants [Br:1][C:2]1[CH:18]=[CH:17][C:5]([C:6]([NH:8][CH2:9][CH2:10][C:11]2[CH:16]=[CH:15][CH:14]=[CH:13][CH:12]=2)=[O:7])=[CH:4][CH:3]=1.[C:19](Cl)(=[O:21])[CH3:20].[Cl-].[Al+3].[Cl-].[Cl-], predict the reaction product. The product is: [C:19]([C:14]1[CH:13]=[CH:12][C:11]([CH2:10][CH2:9][NH:8][C:6](=[O:7])[C:5]2[CH:17]=[CH:18][C:2]([Br:1])=[CH:3][CH:4]=2)=[CH:16][CH:15]=1)(=[O:21])[CH3:20]. (2) Given the reactants [CH2:1]([N:3]1[C:8]2[N:9]=[C:10]([NH:13][C:14]3[CH:19]=[CH:18][C:17]([O:20]C)=[CH:16][CH:15]=3)[N:11]=[CH:12][C:7]=2[CH:6]=[CH:5][C:4]1=[O:22])[CH3:2].Br, predict the reaction product. The product is: [CH2:1]([N:3]1[C:8]2[N:9]=[C:10]([NH:13][C:14]3[CH:19]=[CH:18][C:17]([OH:20])=[CH:16][CH:15]=3)[N:11]=[CH:12][C:7]=2[CH:6]=[CH:5][C:4]1=[O:22])[CH3:2]. (3) Given the reactants O/[CH:2]=[C:3]1\[C:4](=O)[C@:5]2([C:18]3[CH:19]=[C:20]([CH:25]=[CH:26][CH:27]=3)[C:21]([O:23][CH3:24])=[O:22])[C@@H:10]([CH2:11][CH2:12]\1)[C@H:9]([CH3:13])[C:8]1([O:17][CH2:16][CH2:15][O:14]1)[CH2:7][CH2:6]2.C(O)(=O)C.[CH:33]([NH2:35])=[NH:34].N1CCCCC1, predict the reaction product. The product is: [CH3:13][C@@H:9]1[C:8]2([O:14][CH2:15][CH2:16][O:17]2)[CH2:7][CH2:6][C@@:5]2([C:18]3[CH:19]=[C:20]([CH:25]=[CH:26][CH:27]=3)[C:21]([O:23][CH3:24])=[O:22])[C@H:10]1[CH2:11][CH2:12][C:3]1[CH:2]=[N:34][CH:33]=[N:35][C:4]=12.